Dataset: Forward reaction prediction with 1.9M reactions from USPTO patents (1976-2016). Task: Predict the product of the given reaction. (1) Given the reactants Cl[C:2]1[N:7]=[C:6]([N:8]([CH2:11][C:12]2[S:16][C:15]([Cl:17])=[N:14][CH:13]=2)[CH2:9][CH3:10])[C:5]([N+:18]([O-:20])=[O:19])=[CH:4][CH:3]=1.[Na].[CH2:22]([OH:24])[CH3:23], predict the reaction product. The product is: [CH2:22]([O:24][C:2]1[N:7]=[C:6]([N:8]([CH2:11][C:12]2[S:16][C:15]([Cl:17])=[N:14][CH:13]=2)[CH2:9][CH3:10])[C:5]([N+:18]([O-:20])=[O:19])=[CH:4][CH:3]=1)[CH3:23]. (2) Given the reactants [OH:1][C:2]([C:5]1[CH:17]=[C:16]2[C:8]([C:9]3[C:10](B4OC(C)(C)C(C)(C)O4)=[CH:11][CH:12]=[C:13]([C:18]([NH2:20])=[O:19])[C:14]=3[NH:15]2)=[CH:7][CH:6]=1)([CH3:4])[CH3:3].Br[C:31]1[C:32]([Cl:50])=[C:33](/[N:37]=[C:38]2/[C:39]3[CH:49]=[CH:48][CH:47]=[CH:46][C:40]=3[N:41]([CH3:45])[C:42](=[O:44])[O:43]/2)[CH:34]=[CH:35][CH:36]=1.C([O-])([O-])=O.[K+].[K+].C1(C)C=CC=CC=1, predict the reaction product. The product is: [Cl:50][C:32]1[C:33]([N:37]2[C:38](=[O:43])[C:39]3[C:40](=[CH:46][CH:47]=[CH:48][CH:49]=3)[N:41]([CH3:45])[C:42]2=[O:44])=[CH:34][CH:35]=[CH:36][C:31]=1[C:10]1[C:9]2[C:8]3[C:16](=[CH:17][C:5]([C:2]([OH:1])([CH3:4])[CH3:3])=[CH:6][CH:7]=3)[NH:15][C:14]=2[C:13]([C:18]([NH2:20])=[O:19])=[CH:12][CH:11]=1. (3) Given the reactants [ClH:1].[CH2:2]([CH:4]1[CH2:9][CH2:8][CH2:7][CH2:6][N:5]1[C:10]1[CH:18]=[CH:17][C:13]([C:14]([OH:16])=O)=[CH:12][C:11]=1[CH2:19][O:20][CH3:21])[CH3:3].[NH2:22][C:23](=[N:41][OH:42])[C:24]1[CH:25]=[C:26]([CH:38]=[CH:39][CH:40]=1)[CH2:27][N:28]([CH2:30][C:31]([O:33][C:34]([CH3:37])([CH3:36])[CH3:35])=[O:32])[CH3:29], predict the reaction product. The product is: [CH2:2]([CH:4]1[CH2:9][CH2:8][CH2:7][CH2:6][N:5]1[C:10]1[CH:18]=[CH:17][C:13]([C:14]2[O:16][N:41]=[C:23]([C:24]3[CH:25]=[C:26]([CH:38]=[CH:39][CH:40]=3)[CH2:27][N:28]([CH3:29])[CH2:30][C:31]([O:33][C:34]([CH3:35])([CH3:37])[CH3:36])=[O:32])[N:22]=2)=[CH:12][C:11]=1[CH2:19][O:20][CH3:21])[CH3:3].[ClH:1].[CH2:2]([CH:4]1[CH2:9][CH2:8][CH2:7][CH2:6][N:5]1[C:10]1[CH:18]=[CH:17][C:13]([C:14]2[O:42][N:41]=[C:23]([C:24]3[CH:25]=[C:26]([CH:38]=[CH:39][CH:40]=3)[CH2:27][N:28]([CH3:29])[CH2:30][C:31]([OH:33])=[O:32])[N:22]=2)=[CH:12][C:11]=1[CH2:19][O:20][CH3:21])[CH3:3].